From a dataset of Catalyst prediction with 721,799 reactions and 888 catalyst types from USPTO. Predict which catalyst facilitates the given reaction. (1) Reactant: [NH2:1][CH2:2][CH2:3][CH2:4][CH2:5][CH2:6][C:7]([OH:9])=[O:8].[C:10](O[C:10](=[O:14])[C:11]([CH3:13])=[CH2:12])(=[O:14])[C:11]([CH3:13])=[CH2:12]. Product: [C:10]([NH:1][CH2:2][CH2:3][CH2:4][CH2:5][CH2:6][C:7]([OH:9])=[O:8])(=[O:14])[C:11]([CH3:13])=[CH2:12]. The catalyst class is: 15. (2) Reactant: [NH:1]1[C:9]2[C:4](=[CH:5][CH:6]=[CH:7][CH:8]=2)[CH:3]=[CH:2]1.[H-].[Na+].[H][H].Cl[CH2:15][C:16]1[CH:21]=[CH:20][C:19]([C:22]2[C:23]([NH:28][S:29]([C:32]3[CH:37]=[CH:36][CH:35]=[CH:34][C:33]=3[C:38]([F:41])([F:40])[F:39])(=[O:31])=[O:30])=[N:24][CH:25]=[CH:26][N:27]=2)=[CH:18][CH:17]=1. Product: [N:1]1([CH2:15][C:16]2[CH:21]=[CH:20][C:19]([C:22]3[C:23]([NH:28][S:29]([C:32]4[CH:37]=[CH:36][CH:35]=[CH:34][C:33]=4[C:38]([F:40])([F:39])[F:41])(=[O:30])=[O:31])=[N:24][CH:25]=[CH:26][N:27]=3)=[CH:18][CH:17]=2)[C:9]2[C:4](=[CH:5][CH:6]=[CH:7][CH:8]=2)[CH:3]=[CH:2]1. The catalyst class is: 35. (3) Product: [CH2:27]([NH:34][CH2:24][C:21]1[CH:22]=[CH:23][C:18]([CH2:17][CH2:16][C:15]([NH:14][C:11]2[CH:12]=[CH:13][C:8]([C:5]3[CH:4]=[CH:3][C:2]([Cl:1])=[CH:7][CH:6]=3)=[CH:9][CH:10]=2)=[O:26])=[CH:19][CH:20]=1)[C:28]1[CH:33]=[CH:32][CH:31]=[CH:30][CH:29]=1. Reactant: [Cl:1][C:2]1[CH:7]=[CH:6][C:5]([C:8]2[CH:13]=[CH:12][C:11]([NH:14][C:15](=[O:26])[CH2:16][CH2:17][C:18]3[CH:23]=[CH:22][C:21]([CH2:24]Cl)=[CH:20][CH:19]=3)=[CH:10][CH:9]=2)=[CH:4][CH:3]=1.[CH2:27]([NH2:34])[C:28]1[CH:33]=[CH:32][CH:31]=[CH:30][CH:29]=1.C(=O)([O-])[O-].[K+].[K+]. The catalyst class is: 21. (4) Reactant: [F:1][C:2]1[CH:30]=[CH:29][C:5]([NH:6][C:7]2[CH:15]=[C:14](/[CH:16]=[CH:17]/[C:18]3[CH:23]=[CH:22][C:21]([O:24][C:25]([F:28])([F:27])[F:26])=[CH:20][CH:19]=3)[CH:13]=[CH:12][C:8]=2[C:9]([OH:11])=[O:10])=[CH:4][CH:3]=1.C(OCC)(=O)C. Product: [F:1][C:2]1[CH:3]=[CH:4][C:5]([NH:6][C:7]2[CH:15]=[C:14]([CH2:16][CH2:17][C:18]3[CH:23]=[CH:22][C:21]([O:24][C:25]([F:26])([F:27])[F:28])=[CH:20][CH:19]=3)[CH:13]=[CH:12][C:8]=2[C:9]([OH:11])=[O:10])=[CH:29][CH:30]=1. The catalyst class is: 352. (5) Reactant: [Br:1][C:2]1[CH:10]=[CH:9][C:8]([F:11])=[C:7]2[C:3]=1[C:4]([CH2:12][CH:13]=[O:14])=[CH:5][NH:6]2.[CH3:15][Mg+].[Br-]. Product: [Br:1][C:2]1[CH:10]=[CH:9][C:8]([F:11])=[C:7]2[C:3]=1[C:4]([CH2:12][CH:13]([OH:14])[CH3:15])=[CH:5][NH:6]2. The catalyst class is: 1. (6) Reactant: C(N(CC)CC)C.[Br:8][C:9]1[C:10]([F:19])=[C:11]2[C:17]([NH2:18])=[CH:16][NH:15][C:12]2=[N:13][CH:14]=1.C[C:21]1([C:24]([OH:26])=O)[CH2:23][CH2:22]1.[O:27]=[C:28]1N(P(Cl)(N2CCOC2=O)=O)CCO1. Product: [Br:8][C:9]1[C:10]([F:19])=[C:11]2[C:17]([NH:18][C:24]([C:21]3([O:27][CH3:28])[CH2:23][CH2:22]3)=[O:26])=[CH:16][NH:15][C:12]2=[N:13][CH:14]=1. The catalyst class is: 4. (7) Reactant: C([N:8]1[CH2:12][CH2:11][CH2:10][CH:9]1[CH2:13][O:14][C:15]1[CH:20]=[C:19]([C:21]([F:24])([F:23])[F:22])[CH:18]=[C:17]([N+:25]([O-:27])=[O:26])[CH:16]=1)(OC(C)(C)C)=O.C(O)(C(F)(F)F)=O. Product: [N+:25]([C:17]1[CH:16]=[C:15]([CH:20]=[C:19]([C:21]([F:24])([F:22])[F:23])[CH:18]=1)[O:14][CH2:13][CH:9]1[CH2:10][CH2:11][CH2:12][NH:8]1)([O-:27])=[O:26]. The catalyst class is: 2. (8) Reactant: C[O:2][C:3]([C:5]1[C:14]([C:15]#[C:16][Si](C)(C)C)=[C:13]([OH:21])[C:12]2[C:7](=[C:8]([N+:22]([O-:24])=[O:23])[CH:9]=[CH:10][CH:11]=2)[N:6]=1)=[O:4].[OH-].[K+].Cl. Product: [C:15]([C:14]1[C:5]([C:3]([OH:4])=[O:2])=[N:6][C:7]2[C:12]([C:13]=1[OH:21])=[CH:11][CH:10]=[CH:9][C:8]=2[N+:22]([O-:24])=[O:23])#[CH:16]. The catalyst class is: 87. (9) Reactant: [C:1]1[CH:6]=[CH:5][CH:4]=[CH:3][C:2]#1.[Cl:7][C:8]1[CH:13]=[CH:12][C:11]([NH:14][C:15](=[O:22])[CH2:16][C:17]([O:19][CH2:20][CH3:21])=[O:18])=[CH:10][CH:9]=1.C([O-])(O)=O.[Na+].[F-].[Cs+]. Product: [Cl:7][C:8]1[CH:9]=[CH:10][C:11]([NH:14][C:15](=[O:22])[C:16]([C:1]2[CH:6]=[CH:5][CH:4]=[CH:3][CH:2]=2)([C:1]2[CH:6]=[CH:5][CH:4]=[CH:3][CH:2]=2)[C:17]([O:19][CH2:20][CH3:21])=[O:18])=[CH:12][CH:13]=1. The catalyst class is: 23.